This data is from Catalyst prediction with 721,799 reactions and 888 catalyst types from USPTO. The task is: Predict which catalyst facilitates the given reaction. (1) Reactant: CN(C)C=O.[C:6](Cl)(=[O:10])[C:7](Cl)=O.[CH:12]([C:15]1[NH:16][C:17]([C:31]2[CH:36]=[CH:35][CH:34]=[C:33]([CH3:37])[N:32]=2)=[C:18]([C:20]2[CH:25]=[CH:24][CH:23]=[C:22]([C:26]3[NH:27]C=[CH:29][CH:30]=3)[CH:21]=2)[N:19]=1)([CH3:14])[CH3:13].C(=O)(O)[O-].[Na+]. Product: [CH:12]([C:15]1[NH:16][C:17]([C:31]2[CH:36]=[CH:35][CH:34]=[C:33]([CH3:37])[N:32]=2)=[C:18]([C:20]2[CH:21]=[C:22]([C:26]3[NH:27][C:7]([CH:6]=[O:10])=[CH:29][CH:30]=3)[CH:23]=[CH:24][CH:25]=2)[N:19]=1)([CH3:14])[CH3:13]. The catalyst class is: 26. (2) Reactant: [Cl:1][C:2]1[CH:7]=[CH:6][C:5]([NH:8][C:9]([C:11]2[CH:20]=[C:19]3[C:14]([CH2:15][CH2:16][NH:17][CH2:18]3)=[CH:13][CH:12]=2)=[O:10])=[C:4]([N:21]2[CH2:26][CH2:25][N:24]([CH2:27][CH2:28][C:29]([F:32])([F:31])[F:30])[CH2:23][CH2:22]2)[CH:3]=1.CCN(C(C)C)C(C)C.[C:42](Cl)(=[O:46])[CH2:43][CH2:44][CH3:45]. Product: [C:42]([N:17]1[CH2:16][CH2:15][C:14]2[C:19](=[CH:20][C:11]([C:9]([NH:8][C:5]3[CH:6]=[CH:7][C:2]([Cl:1])=[CH:3][C:4]=3[N:21]3[CH2:26][CH2:25][N:24]([CH2:27][CH2:28][C:29]([F:32])([F:30])[F:31])[CH2:23][CH2:22]3)=[O:10])=[CH:12][CH:13]=2)[CH2:18]1)(=[O:46])[CH2:43][CH2:44][CH3:45]. The catalyst class is: 3.